From a dataset of Catalyst prediction with 721,799 reactions and 888 catalyst types from USPTO. Predict which catalyst facilitates the given reaction. Reactant: [N:1]1[C:6]2[NH:7][CH:8]=[CH:9][C:5]=2[C:4]([N:10]2[CH2:17][C:14]3([CH2:16][CH2:15]3)[N:13]([S:18]([NH2:21])(=[O:20])=[O:19])[CH2:12][CH2:11]2)=[N:3][CH:2]=1.C([O-])([O-])=O.[Cs+].[Cs+].[O:28](C(OC(C)(C)C)=O)[C:29]([O:31][C:32]([CH3:35])([CH3:34])[CH3:33])=O.O. Product: [C:32]([O:31][C:29]([N:7]1[C:6]2[N:1]=[CH:2][N:3]=[C:4]([N:10]3[CH2:17][C:14]4([CH2:16][CH2:15]4)[N:13]([S:18](=[O:20])(=[O:19])[NH2:21])[CH2:12][CH2:11]3)[C:5]=2[CH:9]=[CH:8]1)=[O:28])([CH3:35])([CH3:34])[CH3:33]. The catalyst class is: 3.